Dataset: Catalyst prediction with 721,799 reactions and 888 catalyst types from USPTO. Task: Predict which catalyst facilitates the given reaction. (1) Reactant: Br[C:2]1[CH:3]=[C:4]2[C:8](=[CH:9][CH:10]=1)[C:7](=[O:11])[NH:6][CH2:5]2.[B:12]1([B:12]2[O:16][C:15]([CH3:18])([CH3:17])[C:14]([CH3:20])([CH3:19])[O:13]2)[O:16][C:15]([CH3:18])([CH3:17])[C:14]([CH3:20])([CH3:19])[O:13]1.C([O-])(=O)C.[K+]. Product: [CH3:19][C:14]1([CH3:20])[C:15]([CH3:18])([CH3:17])[O:16][B:12]([C:2]2[CH:3]=[C:4]3[C:8](=[CH:9][CH:10]=2)[C:7](=[O:11])[NH:6][CH2:5]3)[O:13]1. The catalyst class is: 44. (2) Reactant: [Cl:1][C:2]1[CH:3]=[C:4]([CH2:19]O)[C:5]2[O:9][C:8]([C:10]3[CH:15]=[CH:14][C:13]([Cl:16])=[CH:12][C:11]=3[Cl:17])=[CH:7][C:6]=2[CH:18]=1.O=S(Cl)[Cl:23]. Product: [Cl:1][C:2]1[CH:3]=[C:4]([CH2:19][Cl:23])[C:5]2[O:9][C:8]([C:10]3[CH:15]=[CH:14][C:13]([Cl:16])=[CH:12][C:11]=3[Cl:17])=[CH:7][C:6]=2[CH:18]=1. The catalyst class is: 2. (3) Reactant: [CH3:1][N:2]([CH3:21])[CH2:3][CH2:4][C:5]([N:7]1[CH2:12][CH2:11][CH:10]([NH:13][C:14](=O)OC(C)(C)C)[CH2:9][CH2:8]1)=O.[H-].[Al+3].[Li+].[H-].[H-].[H-].O.[OH-].[Na+]. Product: [CH3:21][N:2]([CH3:1])[CH2:3][CH2:4][CH2:5][N:7]1[CH2:8][CH2:9][CH:10]([NH:13][CH3:14])[CH2:11][CH2:12]1. The catalyst class is: 7.